Dataset: Experimentally validated miRNA-target interactions with 360,000+ pairs, plus equal number of negative samples. Task: Binary Classification. Given a miRNA mature sequence and a target amino acid sequence, predict their likelihood of interaction. (1) The miRNA is hsa-miR-32-5p with sequence UAUUGCACAUUACUAAGUUGCA. The protein sequence of the target gene is MWQGCAVERPVGRMTSQTPLPQSPRPRRPTMSTVVELNVGGEFHTTTLGTLRKFPGSKLAEMFSSLAKASTDAEGRFFIDRPSTYFRPILDYLRTGQVPTQHIPEVYREAQFYEIKPLVKLLEDMPQIFGEQVSRKQFLLQVPGYSENLELMVRLARAEAITARKSSVLVCLVETEEQDAYYSEVLCFLQDKKMFKSVVKFGPWKAVLDNSDLMHCLEMDIKAQGYKVFSKFYLTYPTKRNEFHFNIYSFTFTWW. Result: 0 (no interaction). (2) The miRNA is hsa-miR-1238-5p with sequence GUGAGUGGGAGCCCCAGUGUGUG. The protein sequence of the target gene is MSSLHKSRIADFQDVLKEPSIALEKLRELSFSGIPCEGGLRCLCWKILLNYLPLERASWTSILAKQRELYAQFLREMIIQPGIAKANMGVSREDVTFEDHPLNPNPDSRWNTYFKDNEVLLQIDKDVRRLCPDISFFQRATDYPCLLILDPQNEFETLRKRVEQTTLKSQTVARNRSGVTNMSSPHKNSVPSSLNEYEVLPNGCEAHWEVVERILFIYAKLNPGIAYVQGMNEIVGPLYYTFATDPNSEWKEHAEADTFFCFTNLMAEIRDNFIKSLDDSQCGITYKMEKVYSTLKDKDV.... Result: 1 (interaction). (3) The protein sequence of the target gene is MTTNPKPNKALKVKKEAGENAPVLSDDELVSMSVRELNQHLRGLTKEEVTRLKQRRRTLKNRGYAASCRIKRVTQKEELERQRVELQQEVEKLARENSSMRLELDALRSKYEALQTFARTVARGPVTPTKVATTSVITIVKSAELSSTSVPFSAAS. The miRNA is hsa-miR-489-3p with sequence GUGACAUCACAUAUACGGCAGC. Result: 0 (no interaction).